Dataset: Forward reaction prediction with 1.9M reactions from USPTO patents (1976-2016). Task: Predict the product of the given reaction. Given the reactants [F:1][C:2]([F:16])([F:15])[C:3]1[CH:4]=[C:5]([NH:13]N)[CH:6]=[C:7]([C:9]([F:12])([F:11])[F:10])[CH:8]=1.[CH3:17][CH:18]([C:27](=O)[CH3:28])[CH2:19][CH2:20][CH2:21][CH2:22][S:23]([OH:26])(=[O:25])=[O:24], predict the reaction product. The product is: [F:1][C:2]([F:16])([F:15])[C:3]1[CH:8]=[C:7]([C:9]([F:12])([F:11])[F:10])[CH:6]=[C:5]2[C:4]=1[C:18]([CH3:17])([CH2:19][CH2:20][CH2:21][CH2:22][S:23]([OH:26])(=[O:24])=[O:25])[C:27]([CH3:28])=[N:13]2.